From a dataset of Forward reaction prediction with 1.9M reactions from USPTO patents (1976-2016). Predict the product of the given reaction. (1) Given the reactants C[O:2][C:3]1[CH:8]=[CH:7][C:6]([C:9]2[C:17]3[O:16][CH:15]=[CH:14][C:13]=3[CH:12]=[C:11]([CH:18]=[O:19])[CH:10]=2)=[CH:5][CH:4]=1.Cl.N1C=CC=CC=1, predict the reaction product. The product is: [OH:2][C:3]1[CH:8]=[CH:7][C:6]([C:9]2[C:17]3[O:16][CH:15]=[CH:14][C:13]=3[CH:12]=[C:11]([CH:18]=[O:19])[CH:10]=2)=[CH:5][CH:4]=1. (2) Given the reactants C([O:5][C:6](=[O:20])[C:7]([S:10][C:11]1[S:12][CH:13]=[C:14]([CH2:16][C:17](O)=O)[N:15]=1)([CH3:9])[CH3:8])(C)(C)C.[Cl:21][C:22]1[CH:23]=[CH:24][C:25]2[O:29][C:28]([NH2:30])=[N:27][C:26]=2[CH:31]=1.FC(F)(F)C(O)=O, predict the reaction product. The product is: [Cl:21][C:22]1[CH:23]=[CH:24][C:25]2[O:29][C:28]([NH:30][CH2:17][CH2:16][C:14]3[N:15]=[C:11]([S:10][C:7]([CH3:8])([CH3:9])[C:6]([OH:5])=[O:20])[S:12][CH:13]=3)=[N:27][C:26]=2[CH:31]=1. (3) Given the reactants C([O:8][C:9]1[CH:45]=[CH:44][C:12]([O:13][C:14]2[CH:19]=[CH:18][C:17]([C:20]3[NH:24][C:23]4[CH:25]=[C:26]([Br:29])[CH:27]=[CH:28][C:22]=4[N:21]=3)=[CH:16][C:15]=2[NH:30][C:31]2[C:32]3[CH:40]=[CH:39][C:38]([CH:41]([CH3:43])[CH3:42])=[N:37][C:33]=3[N:34]=[CH:35][N:36]=2)=[CH:11][CH:10]=1)C1C=CC=CC=1.CC1C(C)=C(C)C(C)=C(C)C=1.[F:57][C:58]([F:63])([F:62])[C:59]([OH:61])=[O:60], predict the reaction product. The product is: [Br:29][C:26]1[CH:27]=[CH:28][C:22]2[N:21]=[C:20]([C:17]3[CH:18]=[CH:19][C:14]([O:13][C:12]4[CH:11]=[CH:10][C:9]([OH:8])=[CH:45][CH:44]=4)=[C:15]([NH:30][C:31]4[C:32]5[CH:40]=[CH:39][C:38]([CH:41]([CH3:42])[CH3:43])=[N:37][C:33]=5[N:34]=[CH:35][N:36]=4)[CH:16]=3)[NH:24][C:23]=2[CH:25]=1.[F:57][C:58]([F:63])([F:62])[C:59]([OH:61])=[O:60]. (4) The product is: [Cl:8][C:6]1[CH:7]=[C:2]([N:9]2[CH:13]=[CH:12][N:11]=[CH:10]2)[N:3]=[CH:4][N:5]=1. Given the reactants Cl[C:2]1[CH:7]=[C:6]([Cl:8])[N:5]=[CH:4][N:3]=1.[NH:9]1[CH:13]=[CH:12][N:11]=[CH:10]1.C(=O)([O-])[O-].[K+].[K+].O, predict the reaction product.